The task is: Predict the reaction yield, written as a fraction of the theoretical maximum amount of product (1.0 means a 100% yield; for example, 0.34 means a 34% yield).. This data is from Reaction yield outcomes from USPTO patents with 853,638 reactions. (1) The reactants are O1CCCC1.[S:6]([CH2:9][CH2:10][CH2:11][CH2:12][CH2:13][O:14][C:15]1[CH:20]=[C:19]([S:21][CH2:22][C:23]([F:26])([F:25])[F:24])[C:18]([Cl:27])=[CH:17][C:16]=1[F:28])C#N.[F:29][C:30]([Si](C)(C)C)([F:32])[F:31].[F-].C([N+](CCCC)(CCCC)CCCC)CCC. The catalyst is C(OCC)(=O)C.CCCCCC. The product is [F:29][C:30]([F:32])([F:31])[S:6][CH2:9][CH2:10][CH2:11][CH2:12][CH2:13][O:14][C:15]1[CH:20]=[C:19]([S:21][CH2:22][C:23]([F:26])([F:24])[F:25])[C:18]([Cl:27])=[CH:17][C:16]=1[F:28]. The yield is 0.600. (2) The reactants are [CH:1]1([CH2:7][NH:8][C:9]([C:11]2[C:16]([NH:17][C:18]([C:20]3[C:29]4[C:24](=[CH:25][CH:26]=[CH:27][CH:28]=4)[C:23]([CH2:30][N:31]4[CH:35]=[CH:34][N:33]=[N:32]4)=[CH:22][CH:21]=3)=[O:19])=[CH:15][CH:14]=[C:13]([O:36]C)[N:12]=2)=[O:10])[CH2:6][CH2:5][CH2:4][CH2:3][CH2:2]1.Cl.N1C=CC=CC=1. The catalyst is O. The product is [CH:1]1([CH2:7][NH:8][C:9]([C:11]2[C:16]([NH:17][C:18]([C:20]3[C:29]4[C:24](=[CH:25][CH:26]=[CH:27][CH:28]=4)[C:23]([CH2:30][N:31]4[CH:35]=[CH:34][N:33]=[N:32]4)=[CH:22][CH:21]=3)=[O:19])=[CH:15][CH:14]=[C:13]([OH:36])[N:12]=2)=[O:10])[CH2:6][CH2:5][CH2:4][CH2:3][CH2:2]1. The yield is 0.690. (3) The reactants are C[O:2][C:3](=O)[C:4]1[CH:9]=[CH:8][C:7]([N:10]2[C:14]([NH2:15])=[CH:13][C:12]([C:16]([CH3:19])([CH3:18])[CH3:17])=[N:11]2)=[CH:6][C:5]=1[O:20][CH2:21][CH2:22][O:23][CH:24]1[CH2:29][CH2:28][CH2:27][CH2:26][O:25]1.[H-].[H-].[H-].[H-].[Li+].[Al+3]. The catalyst is C1COCC1. The product is [NH2:15][C:14]1[N:10]([C:7]2[CH:8]=[CH:9][C:4]([CH2:3][OH:2])=[C:5]([O:20][CH2:21][CH2:22][O:23][CH:24]3[CH2:29][CH2:28][CH2:27][CH2:26][O:25]3)[CH:6]=2)[N:11]=[C:12]([C:16]([CH3:19])([CH3:18])[CH3:17])[CH:13]=1. The yield is 0.950. (4) The reactants are C([N-]C(C)C)(C)C.[Li+].[Cl:9][C:10]1[C:15]([F:16])=[CH:14][CH:13]=[CH:12][N:11]=1.[Cl:17]C(Cl)(Cl)C(Cl)(Cl)Cl. The catalyst is C1COCC1. The product is [Cl:9][C:10]1[C:15]([F:16])=[C:14]([Cl:17])[CH:13]=[CH:12][N:11]=1. The yield is 0.630. (5) The reactants are C1COCC1.O.[C:7]([C:11]1[CH:16]=[C:15]([C:17]([CH3:20])([CH3:19])[CH3:18])[C:14](=[O:21])[C:13](=[O:22])[C:12]=1[N+:23]([O-:25])=[O:24])([CH3:10])([CH3:9])[CH3:8].[O-]S(S([O-])=O)=O.[Na+].[Na+]. The catalyst is CCOC(C)=O. The product is [C:7]([C:11]1[C:12]([N+:23]([O-:25])=[O:24])=[C:13]([OH:22])[C:14]([OH:21])=[C:15]([C:17]([CH3:18])([CH3:19])[CH3:20])[CH:16]=1)([CH3:8])([CH3:9])[CH3:10]. The yield is 0.740. (6) The reactants are [I:1][C:2]1[CH:3]=[C:4]([NH:28][C:29]([NH:31][C:32](=[O:36])[O:33][CH2:34][CH3:35])=S)[C:5]([NH:8][CH2:9][C:10]2[CH:15]=[CH:14][C:13]([O:16][CH2:17][C:18]3[CH:23]=[CH:22][C:21]([O:24][CH3:25])=[CH:20][CH:19]=3)=[C:12]([O:26][CH3:27])[CH:11]=2)=[N:6][CH:7]=1.C(N(CC)CC)C.C1(S(Cl)(=O)=O)C=CC=CC=1. The catalyst is O1CCCC1. The product is [I:1][C:2]1[CH:3]=[C:4]2[N:28]=[C:29]([NH:31][C:32](=[O:36])[O:33][CH2:34][CH3:35])[N:8]([CH2:9][C:10]3[CH:15]=[CH:14][C:13]([O:16][CH2:17][C:18]4[CH:23]=[CH:22][C:21]([O:24][CH3:25])=[CH:20][CH:19]=4)=[C:12]([O:26][CH3:27])[CH:11]=3)[C:5]2=[N:6][CH:7]=1. The yield is 0.690. (7) The reactants are C[Si](C)(C)CCOC[N:7]1[C:11]2[N:12]=[CH:13][N:14]=[C:15]([C:16]3[CH:17]=[N:18][N:19]([CH:21]([CH2:25][C:26]#[N:27])[CH2:22][C:23]#[N:24])[CH:20]=3)[C:10]=2[CH:9]=[CH:8]1.C(#N)C.F[B-](F)(F)F.[Li+].[OH-].[NH4+]. The catalyst is O. The product is [N:12]1[C:11]2[NH:7][CH:8]=[CH:9][C:10]=2[C:15]([C:16]2[CH:17]=[N:18][N:19]([CH:21]([CH2:22][C:23]#[N:24])[CH2:25][C:26]#[N:27])[CH:20]=2)=[N:14][CH:13]=1. The yield is 0.910. (8) The reactants are [C:1]([N:3]=[C:4]([NH2:16])[NH:5][C:6]1[CH:7]=[C:8]2[C:12](=[C:13]([I:15])[CH:14]=1)[NH:11][CH:10]=[CH:9]2)#[N:2]. The catalyst is COCCOCCOC.CO. The product is [I:15][C:13]1[C:12]2[NH:11][CH:10]=[CH:9][C:8]=2[C:7]2[C:6]([CH:14]=1)=[N:5][C:4]([NH2:16])=[N:3][C:1]=2[NH2:2]. The yield is 0.590.